This data is from Forward reaction prediction with 1.9M reactions from USPTO patents (1976-2016). The task is: Predict the product of the given reaction. (1) Given the reactants [F:1][C:2]1[CH:7]=[CH:6][C:5]([F:8])=[CH:4][C:3]=1[C@H:9]1[CH2:13][CH2:12][CH2:11][N:10]1[C:14]1[CH:19]=[CH:18][N:17]2[N:20]=[CH:21][C:22]([C:23]([NH:25][CH:26]3[CH2:31][N:30]4[N:32]=[CH:33][C:34]([C:35]([OH:37])=O)=[C:29]4[CH2:28][CH2:27]3)=[O:24])=[C:16]2[CH:15]=1.C[CH2:39][N:40]=[C:41]=NCCCN(C)C.C1C=CC2N(O)N=NC=2C=1.Cl.CNC.CCN(C(C)C)C(C)C, predict the reaction product. The product is: [F:1][C:2]1[CH:7]=[CH:6][C:5]([F:8])=[CH:4][C:3]=1[C@H:9]1[CH2:13][CH2:12][CH2:11][N:10]1[C:14]1[CH:19]=[CH:18][N:17]2[N:20]=[CH:21][C:22]([C:23]([NH:25][CH:26]3[CH2:31][N:30]4[N:32]=[CH:33][C:34]([C:35](=[O:37])[N:40]([CH3:41])[CH3:39])=[C:29]4[CH2:28][CH2:27]3)=[O:24])=[C:16]2[CH:15]=1. (2) The product is: [CH2:19]([N:7]1[CH:6]=[C:5]([C:3]([O:2][CH3:1])=[O:4])[C:14]2[C:9](=[CH:10][C:11]([O:16][CH3:17])=[C:12]([B:24]([OH:25])[OH:23])[CH:13]=2)[C:8]1=[O:18])[CH3:20]. Given the reactants [CH3:1][O:2][C:3]([C:5]1[C:14]2[C:9](=[CH:10][C:11]([O:16][CH3:17])=[C:12](Br)[CH:13]=2)[C:8](=[O:18])[N:7]([CH2:19][CH3:20])[CH:6]=1)=[O:4].CC1(C)C(C)(C)[O:25][B:24](B2OC(C)(C)C(C)(C)O2)[O:23]1.C([O-])(=O)C.[K+], predict the reaction product.